From a dataset of Catalyst prediction with 721,799 reactions and 888 catalyst types from USPTO. Predict which catalyst facilitates the given reaction. (1) Reactant: [NH:1]([CH2:8][C:9]([NH:11][C:12]1[CH:17]=[CH:16][C:15]([C:18]2[CH:23]=[CH:22][N:21]=[CH:20][CH:19]=2)=[CH:14][CH:13]=1)=[O:10])[C:2]1[CH:7]=[CH:6][CH:5]=[CH:4][CH:3]=1.C(N(CC)CC)C.[C:31](Cl)(=[O:33])[CH3:32].O. Product: [C:31]([N:1]([C:2]1[CH:7]=[CH:6][CH:5]=[CH:4][CH:3]=1)[CH2:8][C:9]([NH:11][C:12]1[CH:17]=[CH:16][C:15]([C:18]2[CH:19]=[CH:20][N:21]=[CH:22][CH:23]=2)=[CH:14][CH:13]=1)=[O:10])(=[O:33])[CH3:32]. The catalyst class is: 9. (2) Reactant: [Cl:1][C:2]1[CH:3]=[C:4]2[C:8](=[CH:9][C:10]=1[C:11]([F:14])([F:13])[F:12])[C:7](=[O:15])[CH2:6][CH2:5]2.[N-:16]=[N+]=[N-].[Na+]. Product: [Cl:1][C:2]1[CH:3]=[C:4]2[C:8](=[CH:9][C:10]=1[C:11]([F:14])([F:13])[F:12])[C:7](=[O:15])[NH:16][CH2:6][CH2:5]2. The catalyst class is: 67. (3) Reactant: Cl[C:2]1[N:6]([CH2:7][C:8]2[CH:13]=[CH:12][C:11]([O:14][CH3:15])=[CH:10][CH:9]=2)[N:5]=[C:4]([CH3:16])[C:3]=1[C:17]([C:19]1[CH:24]=[CH:23][CH:22]=[CH:21][CH:20]=1)=[O:18].C(=O)([O-])[O-].[K+].[K+].[Cl:31][C:32]1[CH:33]=[C:34]([SH:39])[CH:35]=[C:36]([Cl:38])[CH:37]=1. Product: [Cl:31][C:32]1[CH:33]=[C:34]([S:39][C:2]2[N:6]([CH2:7][C:8]3[CH:13]=[CH:12][C:11]([O:14][CH3:15])=[CH:10][CH:9]=3)[N:5]=[C:4]([CH3:16])[C:3]=2[C:17]([C:19]2[CH:24]=[CH:23][CH:22]=[CH:21][CH:20]=2)=[O:18])[CH:35]=[C:36]([Cl:38])[CH:37]=1. The catalyst class is: 9. (4) Reactant: C([O:3][C:4]([CH:6]1[CH2:11][CH2:10][N:9]([CH2:12][CH2:13][O:14][C:15]2[CH:16]=[C:17]3[C:21](=[CH:22][CH:23]=2)[NH:20][C:19]([C:24]2[C:25](=[O:34])[NH:26][C:27]4[C:32]([CH:33]=2)=[CH:31][CH:30]=[CH:29][CH:28]=4)=[CH:18]3)[CH2:8][CH2:7]1)=[O:5])C.[OH-].[Na+]. Product: [O:34]=[C:25]1[C:24]([C:19]2[NH:20][C:21]3[C:17]([CH:18]=2)=[CH:16][C:15]([O:14][CH2:13][CH2:12][N:9]2[CH2:8][CH2:7][CH:6]([C:4]([OH:5])=[O:3])[CH2:11][CH2:10]2)=[CH:23][CH:22]=3)=[CH:33][C:32]2[C:27](=[CH:28][CH:29]=[CH:30][CH:31]=2)[NH:26]1. The catalyst class is: 5. (5) Reactant: [CH3:1][O:2][C:3]1[CH:8]=[CH:7][C:6]([C:9]2([CH2:14][CH2:15][C:16]3[NH:20][N:19]=[C:18]([C:21]4[CH:26]=[CH:25][N:24]=[CH:23][CH:22]=4)[N:17]=3)OCC[O:10]2)=[CH:5][CH:4]=1.CCO.Cl. Product: [CH3:1][O:2][C:3]1[CH:8]=[CH:7][C:6]([C:9](=[O:10])[CH2:14][CH2:15][C:16]2[NH:20][N:19]=[C:18]([C:21]3[CH:22]=[CH:23][N:24]=[CH:25][CH:26]=3)[N:17]=2)=[CH:5][CH:4]=1. The catalyst class is: 61.